Dataset: Forward reaction prediction with 1.9M reactions from USPTO patents (1976-2016). Task: Predict the product of the given reaction. (1) Given the reactants [C:1]([O:5][C:6]([C:8]1[S:9][C:10](Br)=[CH:11][C:12]=1[NH:13][S:14]([C:17]1[C:18]([CH3:23])=[CH:19][CH:20]=[CH:21][CH:22]=1)(=[O:16])=[O:15])=[O:7])([CH3:4])([CH3:3])[CH3:2].[CH3:25][N:26]([CH3:39])[S:27]([N:30]1[CH:34]=[CH:33][C:32]([Sn](C)(C)C)=[N:31]1)(=[O:29])=[O:28], predict the reaction product. The product is: [C:1]([O:5][C:6]([C:8]1[S:9][C:10]([C:32]2[CH:33]=[CH:34][N:30]([S:27](=[O:29])(=[O:28])[N:26]([CH3:25])[CH3:39])[N:31]=2)=[CH:11][C:12]=1[NH:13][S:14]([C:17]1[C:18]([CH3:23])=[CH:19][CH:20]=[CH:21][CH:22]=1)(=[O:16])=[O:15])=[O:7])([CH3:4])([CH3:3])[CH3:2]. (2) Given the reactants C([O:3][C:4]([C:6]1([NH:11][C:12]([O:14][C:15]([CH3:18])([CH3:17])[CH3:16])=[O:13])[CH2:8][CH:7]1[CH:9]=[CH2:10])=O)C.[BH4-].[Li+].CCCCCC.C(OCC)(=O)C.S(=O)(=O)(O)O, predict the reaction product. The product is: [C:15]([O:14][C:12](=[O:13])[NH:11][C:6]1([CH2:4][OH:3])[CH2:8][CH:7]1[CH:9]=[CH2:10])([CH3:18])([CH3:16])[CH3:17]. (3) Given the reactants [NH:1]1[C:9]2[C:4](=[CH:5][CH:6]=[CH:7][CH:8]=2)[CH:3]=[CH:2]1.[I-:10].[K+].[OH-].[Na+].II, predict the reaction product. The product is: [I:10][C:3]1[C:4]2[C:9](=[CH:8][CH:7]=[CH:6][CH:5]=2)[NH:1][CH:2]=1. (4) Given the reactants C(Cl)(=O)C(Cl)=O.[CH2:7]([O:9][C:10]([C:12]1[C:17](=[O:18])[N:16]([CH2:19][C:20]2[CH:25]=[CH:24][CH:23]=[CH:22][CH:21]=2)[C:15]2[S:26][CH:27]=[CH:28][C:14]=2[C:13]=1O)=[O:11])[CH3:8].[N:30]1([C:36]([C:38]2[S:39][CH:40]=[CH:41][CH:42]=2)=[O:37])[CH2:35][CH2:34][NH:33][CH2:32][CH2:31]1.C1N2CCN(CC2)C1.[Cl-].[NH4+], predict the reaction product. The product is: [CH2:7]([O:9][C:10]([C:12]1[C:17](=[O:18])[N:16]([CH2:19][C:20]2[CH:25]=[CH:24][CH:23]=[CH:22][CH:21]=2)[C:15]2[S:26][CH:27]=[CH:28][C:14]=2[C:13]=1[N:33]1[CH2:34][CH2:35][N:30]([C:36]([C:38]2[S:39][CH:40]=[CH:41][CH:42]=2)=[O:37])[CH2:31][CH2:32]1)=[O:11])[CH3:8]. (5) Given the reactants [C:1]1([CH:7]([C:26]2[CH:31]=[CH:30][CH:29]=[CH:28][CH:27]=2)[N:8]2[CH2:13][CH2:12][CH:11]([CH2:14][CH2:15][CH2:16][N:17]3C=C4C(C=CC=C4)=C3)[CH2:10][CH2:9]2)[CH:6]=[CH:5][CH:4]=[CH:3][CH:2]=1.O.NN, predict the reaction product. The product is: [C:1]1([CH:7]([C:26]2[CH:31]=[CH:30][CH:29]=[CH:28][CH:27]=2)[N:8]2[CH2:13][CH2:12][CH:11]([CH2:14][CH2:15][CH2:16][NH2:17])[CH2:10][CH2:9]2)[CH:2]=[CH:3][CH:4]=[CH:5][CH:6]=1.